From a dataset of Forward reaction prediction with 1.9M reactions from USPTO patents (1976-2016). Predict the product of the given reaction. (1) Given the reactants [Br:1][C:2]1[CH:3]=[CH:4][C:5](Cl)=[N:6][CH:7]=1.[NH:9]1[CH:13]=[CH:12][N:11]=[N:10]1.C(=O)([O-])[O-].[K+].[K+].O, predict the reaction product. The product is: [Br:1][C:2]1[CH:3]=[CH:4][C:5]([N:9]2[CH:13]=[CH:12][N:11]=[N:10]2)=[N:6][CH:7]=1. (2) Given the reactants [F:1][C:2]1[CH:9]=[CH:8][C:7]([CH:10]=O)=[CH:6][C:3]=1[C:4]#[N:5].[NH2:12]OS(O)(=O)=O, predict the reaction product. The product is: [F:1][C:2]1[CH:9]=[CH:8][C:7]([C:10]#[N:12])=[CH:6][C:3]=1[C:4]#[N:5]. (3) Given the reactants [Cl:1][C:2]1[C:10]([C:11]2([C:14]#[N:15])[CH2:13][CH2:12]2)=[CH:9][CH:8]=[CH:7][C:3]=1[C:4]([OH:6])=O.CN(C)C=O.[NH2:21][C:22]1[CH:23]=[CH:24][C:25]([F:42])=[C:26]([CH:41]=1)[O:27][C:28]1[N:33]=[C:32]2[S:34][C:35]([NH:37][C:38](=[O:40])[CH3:39])=[N:36][C:31]2=[CH:30][CH:29]=1.O, predict the reaction product. The product is: [C:38]([NH:37][C:35]1[S:34][C:32]2[C:31]([N:36]=1)=[CH:30][CH:29]=[C:28]([O:27][C:26]1[CH:41]=[C:22]([NH:21][C:4](=[O:6])[C:3]3[CH:7]=[CH:8][CH:9]=[C:10]([C:11]4([C:14]#[N:15])[CH2:13][CH2:12]4)[C:2]=3[Cl:1])[CH:23]=[CH:24][C:25]=1[F:42])[N:33]=2)(=[O:40])[CH3:39].